This data is from Peptide-MHC class I binding affinity with 185,985 pairs from IEDB/IMGT. The task is: Regression. Given a peptide amino acid sequence and an MHC pseudo amino acid sequence, predict their binding affinity value. This is MHC class I binding data. (1) The peptide sequence is CPNSYDSIM. The MHC is HLA-B51:01 with pseudo-sequence HLA-B51:01. The binding affinity (normalized) is 0.286. (2) The MHC is H-2-Db with pseudo-sequence H-2-Db. The peptide sequence is PKDGNKDDL. The binding affinity (normalized) is 0.0641. (3) The peptide sequence is ESENISEPY. The MHC is HLA-B15:01 with pseudo-sequence HLA-B15:01. The binding affinity (normalized) is 0.0847. (4) The peptide sequence is SSWPPYNIL. The MHC is H-2-Kb with pseudo-sequence H-2-Kb. The binding affinity (normalized) is 0.557. (5) The MHC is HLA-B40:01 with pseudo-sequence HLA-B40:01. The binding affinity (normalized) is 0.213. The peptide sequence is QTEENLLDF. (6) The peptide sequence is LFVWYFWQKK. The MHC is HLA-A32:01 with pseudo-sequence HLA-A32:01. The binding affinity (normalized) is 0.103. (7) The peptide sequence is VVISKKDTY. The MHC is HLA-A11:01 with pseudo-sequence HLA-A11:01. The binding affinity (normalized) is 0.261. (8) The peptide sequence is VFFKQWFEK. The MHC is HLA-B48:01 with pseudo-sequence HLA-B48:01. The binding affinity (normalized) is 0.0847.